From a dataset of Reaction yield outcomes from USPTO patents with 853,638 reactions. Predict the reaction yield, written as a fraction of the theoretical maximum amount of product (1.0 means a 100% yield; for example, 0.34 means a 34% yield). (1) The reactants are [NH2:1][C:2]1[C:9](Br)=[CH:8][C:7]([N+:11]([O-:13])=[O:12])=[CH:6][C:3]=1[C:4]#[N:5].[CH3:14][C:15]([CH3:19])([CH3:18])[C:16]#[CH:17]. The yield is 0.710. The product is [NH2:1][C:2]1[C:9]([C:17]#[C:16][C:15]([CH3:19])([CH3:18])[CH3:14])=[CH:8][C:7]([N+:11]([O-:13])=[O:12])=[CH:6][C:3]=1[C:4]#[N:5]. The catalyst is CCN(CC)CC.[Cu]I.Cl[Pd](Cl)([P](C1C=CC=CC=1)(C1C=CC=CC=1)C1C=CC=CC=1)[P](C1C=CC=CC=1)(C1C=CC=CC=1)C1C=CC=CC=1. (2) The reactants are [C:1]([C@@:4]1([CH3:15])[CH2:8][CH2:7][C@@H:6]([C:9]([O:11][CH3:12])=[O:10])[C:5]1([CH3:14])[CH3:13])(=O)[NH2:2].N1C(Cl)=NC(Cl)=NC=1Cl. The catalyst is CN(C=O)C. The product is [C:1]([C@@:4]1([CH3:15])[CH2:8][CH2:7][C@@H:6]([C:9]([O:11][CH3:12])=[O:10])[C:5]1([CH3:14])[CH3:13])#[N:2]. The yield is 0.910. (3) The reactants are [CH3:1][C:2]1[C:7]([CH3:8])=[CH:6][C:5]([NH:9][CH2:10][CH2:11][CH2:12][NH2:13])=[C:4]([N+:14]([O-:16])=[O:15])[CH:3]=1.[CH:17](=O)[C:18]1[CH:23]=[CH:22][CH:21]=[CH:20][CH:19]=1.[BH3-]C#N.[Na+]. The catalyst is CO.CC(O)=O. The product is [CH2:17]([NH:13][CH2:12][CH2:11][CH2:10][NH:9][C:5]1[CH:6]=[C:7]([CH3:8])[C:2]([CH3:1])=[CH:3][C:4]=1[N+:14]([O-:16])=[O:15])[C:18]1[CH:23]=[CH:22][CH:21]=[CH:20][CH:19]=1. The yield is 0.780. (4) The reactants are [C:1]([O:5][C:6]([N:8]1[CH2:12][C:11](=[O:13])[CH2:10][N:9]1[C:14]([O:16][CH2:17][C:18]1[CH:23]=[CH:22][CH:21]=[CH:20][CH:19]=1)=[O:15])=[O:7])([CH3:4])([CH3:3])[CH3:2].CCOCC. The catalyst is O1CCCC1. The product is [C:1]([O:5][C:6]([N:8]1[CH2:12][CH:11]([OH:13])[CH2:10][N:9]1[C:14]([O:16][CH2:17][C:18]1[CH:23]=[CH:22][CH:21]=[CH:20][CH:19]=1)=[O:15])=[O:7])([CH3:4])([CH3:2])[CH3:3]. The yield is 0.930. (5) The reactants are [CH3:1][O:2][C:3]1[CH:29]=[CH:28][C:6]([CH2:7][N:8]2[C:17]3[CH:18]=[CH:19][C:20]([C:22]([O:24]CC)=[O:23])=[CH:21][C:16]=3[C:15]3[N:14]=[CH:13][CH:12]=[CH:11][C:10]=3[C:9]2=[O:27])=[CH:5][CH:4]=1.[OH-].[Na+]. The catalyst is CO. The product is [CH3:1][O:2][C:3]1[CH:4]=[CH:5][C:6]([CH2:7][N:8]2[C:17]3[CH:18]=[CH:19][C:20]([C:22]([OH:24])=[O:23])=[CH:21][C:16]=3[C:15]3[N:14]=[CH:13][CH:12]=[CH:11][C:10]=3[C:9]2=[O:27])=[CH:28][CH:29]=1. The yield is 0.760.